This data is from Reaction yield outcomes from USPTO patents with 853,638 reactions. The task is: Predict the reaction yield, written as a fraction of the theoretical maximum amount of product (1.0 means a 100% yield; for example, 0.34 means a 34% yield). (1) The reactants are Cl[C:2]1[C:7]([F:8])=[CH:6][N:5]=[C:4]([O:9][CH2:10][C:11]2[CH:16]=[CH:15][CH:14]=[C:13]([O:17][CH3:18])[CH:12]=2)[N:3]=1.[H-].[Na+].[S:21]([NH2:25])([NH2:24])(=[O:23])=[O:22]. The catalyst is CN(C=O)C. The product is [F:8][C:7]1[C:2]([NH:24][S:21]([NH2:25])(=[O:23])=[O:22])=[N:3][C:4]([O:9][CH2:10][C:11]2[CH:16]=[CH:15][CH:14]=[C:13]([O:17][CH3:18])[CH:12]=2)=[N:5][CH:6]=1. The yield is 0.0720. (2) The reactants are I.[NH2:2][NH:3][C:4]([NH:7][CH3:8])=[N:5][CH3:6].Cl.[C:10](Cl)(=O)[C:11]1[CH:16]=[CH:15][N:14]=[CH:13][CH:12]=1. The catalyst is N1C=CC=CC=1. The product is [CH3:8][NH:7][C:4]1[N:5]([CH3:6])[C:10]([C:11]2[CH:16]=[CH:15][N:14]=[CH:13][CH:12]=2)=[N:2][N:3]=1. The yield is 0.260. (3) The catalyst is ClCCl. The product is [CH2:13]([CH:10]1[C:11]2[C:6](=[CH:5][CH:4]=[C:3]([CH2:2][NH:1][S:37]([CH2:35][CH3:36])(=[O:39])=[O:38])[CH:12]=2)[CH2:7][CH2:8][CH:9]1[NH:20][C:21](=[O:27])[O:22][C:23]([CH3:24])([CH3:26])[CH3:25])[C:14]1[CH:15]=[CH:16][CH:17]=[CH:18][CH:19]=1. The reactants are [NH2:1][CH2:2][C:3]1[CH:12]=[C:11]2[C:6]([CH2:7][CH2:8][CH:9]([NH:20][C:21](=[O:27])[O:22][C:23]([CH3:26])([CH3:25])[CH3:24])[CH:10]2[CH2:13][C:14]2[CH:19]=[CH:18][CH:17]=[CH:16][CH:15]=2)=[CH:5][CH:4]=1.C(N(CC)CC)C.[CH2:35]([S:37](Cl)(=[O:39])=[O:38])[CH3:36]. The yield is 0.870. (4) The reactants are C[O:2][C:3](=[O:31])[CH2:4][CH:5]1[C:14]2[C:9](=[CH:10][C:11]([O:15][CH2:16][C:17]3[S:21][C:20]([C:22]4[CH:27]=[CH:26][C:25]([CH3:28])=[CH:24][CH:23]=4)=[N:19][C:18]=3[CH3:29])=[CH:12][CH:13]=2)[CH2:8][CH2:7][C:6]1=[O:30].O. The catalyst is C1COCC1.CO. The product is [CH3:29][C:18]1[N:19]=[C:20]([C:22]2[CH:23]=[CH:24][C:25]([CH3:28])=[CH:26][CH:27]=2)[S:21][C:17]=1[CH2:16][O:15][C:11]1[CH:10]=[C:9]2[C:14](=[CH:13][CH:12]=1)[CH:5]([CH2:4][C:3]([OH:31])=[O:2])[C:6](=[O:30])[CH2:7][CH2:8]2. The yield is 0.950. (5) The reactants are [CH3:1][O:2][C:3]1[CH:4]=[C:5]([CH:8]=[CH:9][CH:10]=1)[CH:6]=O.[NH2:11][C:12]1[N:13]=[N:14][C:15]([CH3:18])=[CH:16][CH:17]=1.C([O:21][C:22](=O)[C:23]([OH:34])=[CH:24][C:25](=[O:33])[C:26]1[CH:31]=[CH:30][C:29]([CH3:32])=[CH:28][CH:27]=1)C. No catalyst specified. The product is [OH:34][C:23]1[C:22](=[O:21])[N:11]([C:12]2[N:13]=[N:14][C:15]([CH3:18])=[CH:16][CH:17]=2)[CH:6]([C:5]2[CH:8]=[CH:9][CH:10]=[C:3]([O:2][CH3:1])[CH:4]=2)[C:24]=1[C:25](=[O:33])[C:26]1[CH:31]=[CH:30][C:29]([CH3:32])=[CH:28][CH:27]=1. The yield is 0.390. (6) The reactants are [OH:1][C:2]1[C:3](=[O:17])[NH:4][CH:5]=[C:6]([CH2:8][CH2:9][C:10]2[CH:15]=[CH:14][CH:13]=[CH:12][C:11]=2C)[CH:7]=1.COC1C(OC)=CC(CCC2C=CC=CC=2)=CN=1. No catalyst specified. The product is [OH:1][C:2]1[C:3](=[O:17])[NH:4][CH:5]=[C:6]([CH2:8][CH2:9][C:10]2[CH:15]=[CH:14][CH:13]=[CH:12][CH:11]=2)[CH:7]=1. The yield is 0.160. (7) The reactants are Cl.[Cl:2][C:3]1[CH:26]=[CH:25][C:6]([CH2:7][N:8]2[C:13]3[S:14][C:15]4[CH2:20][NH:19][CH2:18][CH2:17][C:16]=4[C:12]=3[C:11]3=[N:21][CH:22]=[N:23][N:10]3[C:9]2=[O:24])=[CH:5][CH:4]=1.[CH3:27]I. The catalyst is CN(C=O)C. The product is [Cl:2][C:3]1[CH:4]=[CH:5][C:6]([CH2:7][N:8]2[C:13]3[S:14][C:15]4[CH2:20][N:19]([CH3:27])[CH2:18][CH2:17][C:16]=4[C:12]=3[C:11]3=[N:21][CH:22]=[N:23][N:10]3[C:9]2=[O:24])=[CH:25][CH:26]=1. The yield is 0.810. (8) The reactants are Br[C:2]1[C:3]([CH2:8][CH:9]2[C:17]3[C:12](=[CH:13][CH:14]=[CH:15][CH:16]=3)[C:11]3([C:29]4[C:20](=[CH:21][C:22]5[O:27][CH2:26][CH2:25][O:24][C:23]=5[CH:28]=4)[O:19][CH2:18]3)[C:10]2=[O:30])=[N:4][CH:5]=[CH:6][CH:7]=1.[C-:31]#[N:32].[Na+].O. The catalyst is CN1CCCC1=O.O.O.O.O.O.O.[Ni](Cl)Cl. The product is [O:30]=[C:10]1[CH:9]([CH2:8][C:3]2[C:2]([C:31]#[N:32])=[CH:7][CH:6]=[CH:5][N:4]=2)[C:17]2[C:12](=[CH:13][CH:14]=[CH:15][CH:16]=2)[C:11]21[C:29]1[C:20](=[CH:21][C:22]3[O:27][CH2:26][CH2:25][O:24][C:23]=3[CH:28]=1)[O:19][CH2:18]2. The yield is 0.290. (9) The reactants are [C:1](O)(=O)C.[CH2:5]([NH2:13])CCCCCCC.[C:14]([CH2:16][C:17]([O:19][CH2:20][CH2:21][CH2:22][CH2:23][CH2:24][CH2:25][CH2:26][CH3:27])=[O:18])#[N:15].[C:28]1([CH3:34])C=CC=C[CH:29]=1. No catalyst specified. The product is [C:14](/[C:16](=[CH:34]\[CH:28]=[CH:29]\[N:13]([CH3:5])[CH3:1])/[C:17]([O:19][CH2:20][CH2:21][CH2:22][CH2:23][CH2:24][CH2:25][CH2:26][CH3:27])=[O:18])#[N:15]. The yield is 0.850.